From a dataset of Full USPTO retrosynthesis dataset with 1.9M reactions from patents (1976-2016). Predict the reactants needed to synthesize the given product. Given the product [C:36]([C:5]1[C:6]([CH2:16][C:17]2[CH:22]=[CH:21][CH:20]=[CH:19][C:18]=2[S:23]([N:26]2[CH2:27][CH2:28][CH2:29][CH2:30]2)(=[O:24])=[O:25])=[C:7]([CH3:15])[N:8]([CH2:9][C:10]([O:12][CH2:13][CH3:14])=[O:11])[C:4]=1[CH:1]1[CH2:3][CH2:2]1)#[N:35], predict the reactants needed to synthesize it. The reactants are: [CH:1]1([C:4]2[N:8]([CH2:9][C:10]([O:12][CH2:13][CH3:14])=[O:11])[C:7]([CH3:15])=[C:6]([CH2:16][C:17]3[CH:22]=[CH:21][CH:20]=[CH:19][C:18]=3[S:23]([N:26]3[CH2:30][CH2:29][CH2:28][CH2:27]3)(=[O:25])=[O:24])[CH:5]=2)[CH2:3][CH2:2]1.ClS([N:35]=[C:36]=O)(=O)=O.CN(C)C=O.